This data is from Catalyst prediction with 721,799 reactions and 888 catalyst types from USPTO. The task is: Predict which catalyst facilitates the given reaction. (1) Reactant: [CH2:1]([N:4]([C:11]1[C:12](Br)=[N:13][C:14]([F:17])=[CH:15][CH:16]=1)C(=O)C(F)(F)F)[CH:2]=[CH2:3].[Cl-].C([NH3+])CCC.C([NH3+])CCC.C([NH3+])CCC.C([NH3+])CCC.[Cl-].[Cl-].[Cl-].C(N(CC)CC)C. Product: [F:17][C:14]1[N:13]=[C:12]2[C:2]([CH3:3])=[CH:1][NH:4][C:11]2=[CH:16][CH:15]=1. The catalyst class is: 274. (2) Reactant: CN([C:4]([O:8][N:9]1N=NC2C=CC=N[C:10]1=2)=[N+](C)C)C.F[P-](F)(F)(F)(F)F.[C:25]([NH:28][C:29]1[N:34]=[C:33]([C:35]([OH:37])=O)[C:32]([Br:38])=[CH:31][CH:30]=1)(=[O:27])[CH3:26].CCN(C(C)C)C(C)C.Cl.CNOC. Product: [C:25]([NH:28][C:29]1[N:34]=[C:33]([C:35]([N:9]([O:8][CH3:4])[CH3:10])=[O:37])[C:32]([Br:38])=[CH:31][CH:30]=1)(=[O:27])[CH3:26]. The catalyst class is: 2. (3) Reactant: [CH3:1][O:2][CH:3]1[CH2:6][N:5]([C:7]2[CH:8]=[CH:9][C:10]([NH2:13])=[N:11][CH:12]=2)[CH2:4]1.Br[C:15]1[C:16](=[O:23])[N:17]([CH3:22])[CH:18]=[C:19]([Br:21])[CH:20]=1.CC1(C)C2C(=C(P(C3C=CC=CC=3)C3C=CC=CC=3)C=CC=2)OC2C(P(C3C=CC=CC=3)C3C=CC=CC=3)=CC=CC1=2.C([O-])([O-])=O.[Cs+].[Cs+]. Product: [Br:21][C:19]1[CH:20]=[C:15]([NH:13][C:10]2[CH:9]=[CH:8][C:7]([N:5]3[CH2:6][CH:3]([O:2][CH3:1])[CH2:4]3)=[CH:12][N:11]=2)[C:16](=[O:23])[N:17]([CH3:22])[CH:18]=1. The catalyst class is: 102. (4) Reactant: [NH2:1][C:2]1[N:7]([CH3:8])[C:6](=[O:9])[NH:5][C:4](=[O:10])[CH:3]=1.[Br:11]N1C(=O)CCC1=O. Product: [NH2:1][C:2]1[N:7]([CH3:8])[C:6](=[O:9])[NH:5][C:4](=[O:10])[C:3]=1[Br:11]. The catalyst class is: 3. (5) Product: [OH:29][C@@H:24]1[CH2:25][CH2:26][CH2:27][CH2:28][C@H:23]1[N:13]1[C:12](=[O:30])[C:11]2[C:16](=[C:17]3[CH:22]=[CH:21][CH:20]=[CH:19][C:18]3=[C:9]([CH2:8][C:5]3[CH:6]=[N:7][C:2]([N:31]4[CH:35]=[CH:34][CH:33]=[N:32]4)=[CH:3][CH:4]=3)[CH:10]=2)[N:15]=[CH:14]1. Reactant: Cl[C:2]1[N:7]=[CH:6][C:5]([CH2:8][C:9]2[CH:10]=[C:11]3[C:16](=[C:17]4[CH:22]=[CH:21][CH:20]=[CH:19][C:18]=24)[N:15]=[CH:14][N:13]([C@@H:23]2[CH2:28][CH2:27][CH2:26][CH2:25][C@H:24]2[OH:29])[C:12]3=[O:30])=[CH:4][CH:3]=1.[NH:31]1[CH:35]=[CH:34][CH:33]=[N:32]1.C(=O)([O-])[O-].[Cs+].[Cs+].CN[C@@H]1CCCC[C@H]1NC. The catalyst class is: 156.